Dataset: Full USPTO retrosynthesis dataset with 1.9M reactions from patents (1976-2016). Task: Predict the reactants needed to synthesize the given product. Given the product [CH2:10]([O:2][C:1]1[CH:3]=[C:4]([OH:5])[CH:6]=[CH:7][CH:8]=1)[CH:11]([CH3:13])[CH3:12], predict the reactants needed to synthesize it. The reactants are: [C:1]1([CH:8]=[CH:7][CH:6]=[C:4]([OH:5])[CH:3]=1)[OH:2].Br[CH2:10][CH:11]([CH3:13])[CH3:12].C(=O)([O-])[O-].[K+].[K+].